This data is from Reaction yield outcomes from USPTO patents with 853,638 reactions. The task is: Predict the reaction yield, written as a fraction of the theoretical maximum amount of product (1.0 means a 100% yield; for example, 0.34 means a 34% yield). (1) The reactants are [O:1]=[C:2]1[C:10]2([CH2:14][O:13][C:12]3[CH:15]=[C:16]4[C:20](=[CH:21][C:11]2=3)[CH2:19][CH2:18][O:17]4)[C:9]2[C:4](=[CH:5][CH:6]=[CH:7][CH:8]=2)[N:3]1[CH2:22][C:23]1[CH:24]=[C:25]([CH:28]=[CH:29][CH:30]=1)[C:26]#[N:27].[NH2:31][OH:32]. The catalyst is CS(C)=O. The product is [OH:32][N:31]=[C:26]([C:25]1[CH:28]=[CH:29][CH:30]=[C:23]([CH2:22][N:3]2[C:4]3[C:9](=[CH:8][CH:7]=[CH:6][CH:5]=3)[C:10]3([CH2:14][O:13][C:12]4[CH:15]=[C:16]5[C:20](=[CH:21][C:11]3=4)[CH2:19][CH2:18][O:17]5)[C:2]2=[O:1])[CH:24]=1)[NH2:27]. The yield is 0.680. (2) The reactants are [Cl:1][C:2]1[C:7]2[CH:8]=[C:9]([C:11]([O:13][CH3:14])=[O:12])[O:10][C:6]=2[CH:5]=[CH:4][C:3]=1[O:15][CH3:16].[N+:17]([O-])([OH:19])=[O:18]. The catalyst is S(=O)(=O)(O)O. The product is [Cl:1][C:2]1[C:7]2[CH:8]=[C:9]([C:11]([O:13][CH3:14])=[O:12])[O:10][C:6]=2[CH:5]=[C:4]([N+:17]([O-:19])=[O:18])[C:3]=1[O:15][CH3:16]. The yield is 0.910. (3) The reactants are C([O:5][C:6](=[O:71])[CH2:7][N:8]1[CH2:16][CH2:15][N:14]([CH2:17][CH:18]([NH:54][CH2:55][C:56]([O:58]C(C)(C)C)=[O:57])[CH2:19][C:20]2[CH:25]=[CH:24][C:23]([NH:26][C:27](=[O:53])[CH2:28][CH2:29][CH:30]([CH:32]3[C:48]4([CH3:49])[CH:35]([CH:36]5[CH:45]([CH2:46][CH:47]4[OH:50])[C:44]4([CH3:51])[CH:39]([CH2:40][CH:41]([OH:52])[CH2:42][CH2:43]4)[CH2:38][CH2:37]5)[CH2:34][CH2:33]3)[CH3:31])=[CH:22][CH:21]=2)[CH2:13][CH2:12][N:11]([CH2:63][C:64]([O:66]C(C)(C)C)=[O:65])[CH2:10][CH2:9]1)(C)(C)C.Cl.CCOCC. The catalyst is O1CCOCC1. The product is [C:6]([CH2:7][N:8]1[CH2:16][CH2:15][N:14]([CH2:17][CH:18]([NH:54][CH2:55][C:56]([OH:58])=[O:57])[CH2:19][C:20]2[CH:21]=[CH:22][C:23]([NH:26][C:27](=[O:53])[CH2:28][CH2:29][CH:30]([CH:32]3[C:48]4([CH3:49])[CH:35]([CH:36]5[CH:45]([CH2:46][CH:47]4[OH:50])[C:44]4([CH3:51])[CH:39]([CH2:40][CH:41]([OH:52])[CH2:42][CH2:43]4)[CH2:38][CH2:37]5)[CH2:34][CH2:33]3)[CH3:31])=[CH:24][CH:25]=2)[CH2:13][CH2:12][N:11]([CH2:63][C:64]([OH:66])=[O:65])[CH2:10][CH2:9]1)([OH:71])=[O:5]. The yield is 0.980. (4) The reactants are F[B-](F)(F)F.[H+].N([O-])=O.[Na+].O1CCOCC1.N[C:18]1[CH:23]=[CH:22][CH:21]=[CH:20][C:19]=1[NH:24][C@@H:25]([C:42]([CH3:45])([CH3:44])[CH3:43])[C:26]([N:28]1[CH2:37][CH2:36][C:35]2[C:30](=[CH:31][C:32]([O:40][CH3:41])=[C:33]([O:38][CH3:39])[CH:34]=2)[CH2:29]1)=[O:27]. The catalyst is [Cu-]=O.O. The product is [C:19]1([NH:24][C@@H:25]([C:42]([CH3:45])([CH3:44])[CH3:43])[C:26]([N:28]2[CH2:37][CH2:36][C:35]3[C:30](=[CH:31][C:32]([O:40][CH3:41])=[C:33]([O:38][CH3:39])[CH:34]=3)[CH2:29]2)=[O:27])[CH:20]=[CH:21][CH:22]=[CH:23][CH:18]=1. The yield is 0.700.